Dataset: Forward reaction prediction with 1.9M reactions from USPTO patents (1976-2016). Task: Predict the product of the given reaction. (1) Given the reactants [Br:1][C:2]1[CH:11]=[CH:10][C:5]([C:6]([O:8][CH3:9])=[O:7])=[C:4]([N+:12]([O-:14])=[O:13])[C:3]=1[NH:15][C:16](=O)[C:17]([CH3:20])([CH3:19])[CH3:18].CSC.B.C([O-])(O)=O.[Na+], predict the reaction product. The product is: [Br:1][C:2]1[CH:11]=[CH:10][C:5]([C:6]([O:8][CH3:9])=[O:7])=[C:4]([N+:12]([O-:14])=[O:13])[C:3]=1[NH:15][CH2:16][C:17]([CH3:20])([CH3:19])[CH3:18]. (2) The product is: [ClH:47].[C:33]1([C:30]2[N:29]=[N:28][C:27]([CH2:26][CH:15]([NH:16][S:17]([C:20]3[CH:21]=[N:22][CH:23]=[CH:24][CH:25]=3)(=[O:19])=[O:18])[C:11]3[N:10]=[C:9]([NH:8][CH2:39][C:40]([OH:42])=[O:41])[CH:14]=[CH:13][CH:12]=3)=[CH:32][CH:31]=2)[CH:38]=[CH:37][CH:36]=[CH:35][CH:34]=1. Given the reactants C(OC([N:8]([CH2:39][C:40]([O:42]C(C)(C)C)=[O:41])[C:9]1[CH:14]=[CH:13][CH:12]=[C:11]([CH:15]([CH2:26][C:27]2[N:28]=[N:29][C:30]([C:33]3[CH:38]=[CH:37][CH:36]=[CH:35][CH:34]=3)=[CH:31][CH:32]=2)[NH:16][S:17]([C:20]2[CH:21]=[N:22][CH:23]=[CH:24][CH:25]=2)(=[O:19])=[O:18])[N:10]=1)=O)(C)(C)C.[ClH:47].O1CCOCC1, predict the reaction product. (3) Given the reactants [C:1]1([CH3:53])[CH:6]=[CH:5][C:4]([S:7]([CH2:10][CH2:11][O:12][C:13](=[O:52])[CH2:14][O:15][C:16]2[CH:21]=[C:20](C)[C:19]([S:23]([N:26]3[C:30]4[CH:31]=[CH:32][CH:33]=[CH:34][C:29]=4[N:28]=[C:27]3[S:35]([CH2:37][C:38]3[C:43]([CH3:44])=[C:42]([O:45][CH2:46][C:47]([F:50])([F:49])[F:48])[CH:41]=[CH:40][N:39]=3)=[O:36])(=[O:25])=[O:24])=[C:18](C)[CH:17]=2)(=[O:9])=[O:8])=[CH:3][CH:2]=1.C([O-])(O)=O.[Na+], predict the reaction product. The product is: [C:1]1([CH3:53])[CH:6]=[CH:5][C:4]([S:7]([CH2:10][CH2:11][O:12][C:13](=[O:52])[CH2:14][O:15][C:16]2[CH:17]=[CH:18][C:19]([S:23]([N:26]3[C:30]4[CH:31]=[CH:32][CH:33]=[CH:34][C:29]=4[N:28]=[C:27]3[S:35]([CH2:37][C:38]3[C:43]([CH3:44])=[C:42]([O:45][CH2:46][C:47]([F:50])([F:48])[F:49])[CH:41]=[CH:40][N:39]=3)=[O:36])(=[O:24])=[O:25])=[CH:20][CH:21]=2)(=[O:8])=[O:9])=[CH:3][CH:2]=1. (4) Given the reactants C(=O)([O-])[O-].[Cs+].[Cs+].CC1(C)C2C=CC=C(P(C3C=CC=CC=3)C3C=CC=CC=3)C=2OC2C1=CC=CC=2P(C1C=CC=CC=1)C1C=CC=CC=1.[CH3:49][N:50]1[CH2:55][CH2:54][NH:53][CH2:52][CH2:51]1.Cl[C:57]1[CH:62]=[C:61]([O:63][CH:64]([CH3:66])[CH3:65])[C:60]([N+:67]([O-:69])=[O:68])=[CH:59][C:58]=1[CH3:70], predict the reaction product. The product is: [CH3:49][N:50]1[CH2:55][CH2:54][N:53]([C:57]2[CH:62]=[C:61]([O:63][CH:64]([CH3:65])[CH3:66])[C:60]([N+:67]([O-:69])=[O:68])=[CH:59][C:58]=2[CH3:70])[CH2:52][CH2:51]1. (5) Given the reactants [F:1][C:2]1[CH:3]=[C:4]2[C:9](=[CH:10][CH:11]=1)[C:8](=[O:12])[O:7][C:6](=O)/[C:5]/2=[CH:14]\[O:15][CH3:16].S(=O)(=O)(O)[OH:18], predict the reaction product. The product is: [F:1][C:2]1[CH:3]=[C:4]2[C:9](=[CH:10][CH:11]=1)[C:8](=[O:12])[O:7][CH:6]=[C:5]2[C:14]([O:15][CH3:16])=[O:18].